The task is: Predict the reaction yield, written as a fraction of the theoretical maximum amount of product (1.0 means a 100% yield; for example, 0.34 means a 34% yield).. This data is from Reaction yield outcomes from USPTO patents with 853,638 reactions. (1) The reactants are [NH2:1][CH2:2][C:3]1[CH:4]=[C:5]2[C:9](=[CH:10][CH:11]=1)[C:8](=[O:12])[N:7]([CH:13]1[CH2:18][CH2:17][C:16](=[O:19])[NH:15][C:14]1=[O:20])[CH2:6]2.S(O)(=O)(=O)C.[CH3:26][N:27]([CH3:44])[C:28](=[O:43])[CH2:29][O:30][C:31]1[CH:36]=[CH:35][C:34]([C:37]([F:42])([F:41])[C:38](O)=[O:39])=[CH:33][CH:32]=1.C(N(C(C)C)CC)(C)C.F[P-](F)(F)(F)(F)F.CN(C(N(C)C)=[N+]1C2C(=NC=CC=2)[N+]([O-])=N1)C. The product is [CH3:26][N:27]([CH3:44])[C:28](=[O:43])[CH2:29][O:30][C:31]1[CH:36]=[CH:35][C:34]([C:37]([F:41])([F:42])[C:38]([NH:1][CH2:2][C:3]2[CH:4]=[C:5]3[C:9](=[CH:10][CH:11]=2)[C:8](=[O:12])[N:7]([CH:13]2[CH2:18][CH2:17][C:16](=[O:19])[NH:15][C:14]2=[O:20])[CH2:6]3)=[O:39])=[CH:33][CH:32]=1. The catalyst is CS(C)=O.CN(C)C=O. The yield is 0.294. (2) The reactants are C(OC([NH:11][CH2:12][CH2:13][O:14][CH2:15][CH2:16][O:17][CH2:18][CH2:19][O:20][CH2:21][CH2:22][O:23][C:24]1[C:29]([CH2:30][CH2:31][C:32]([OH:34])=[O:33])=[C:28]([O:35][CH2:36][CH2:37][CH2:38][CH2:39][CH2:40][O:41][C:42]2[CH:51]=[CH:50][C:49]3[C:48](=[O:52])[CH2:47][CH2:46][CH2:45][C:44]=3[C:43]=2[CH2:53][CH:54]=[CH2:55])[CH:27]=[CH:26][CH:25]=1)=O)C1C=CC=CC=1.[Si](I)(C)(C)C. The catalyst is C(#N)C. The product is [NH2:11][CH2:12][CH2:13][O:14][CH2:15][CH2:16][O:17][CH2:18][CH2:19][O:20][CH2:21][CH2:22][O:23][C:24]1[C:29]([CH2:30][CH2:31][C:32]([OH:34])=[O:33])=[C:28]([O:35][CH2:36][CH2:37][CH2:38][CH2:39][CH2:40][O:41][C:42]2[CH:51]=[CH:50][C:49]3[C:48](=[O:52])[CH2:47][CH2:46][CH2:45][C:44]=3[C:43]=2[CH2:53][CH:54]=[CH2:55])[CH:27]=[CH:26][CH:25]=1. The yield is 0.540. (3) The reactants are Cl[C:2]1[CH:7]=[C:6]([C:8]#[N:9])[CH:5]=[CH:4][N:3]=1.[C:10]([Si:14]([CH3:24])([CH3:23])[O:15][CH2:16][CH2:17][C:18]1[CH:19]=[N:20][NH:21][CH:22]=1)([CH3:13])([CH3:12])[CH3:11].O. The catalyst is CN1C(=O)CCC1. The product is [Si:14]([O:15][CH2:16][CH2:17][C:18]1[CH:22]=[N:21][N:20]([C:2]2[CH:7]=[C:6]([C:8]#[N:9])[CH:5]=[CH:4][N:3]=2)[CH:19]=1)([C:10]([CH3:11])([CH3:13])[CH3:12])([CH3:23])[CH3:24]. The yield is 0.360. (4) The reactants are [CH:1]([CH2:3][O:4][C:5]1[CH:14]=[CH:13][C:8]([C:9]([O:11][CH3:12])=[O:10])=[CH:7][CH:6]=1)=O.OC1C=CC(C(OC)=O)=CC=1.[CH:26]1([NH2:29])[CH2:28][CH2:27]1.[BH3-]C#N.[Na+]. The catalyst is CO.CC(O)=O. The product is [CH:26]1([NH:29][CH2:1][CH2:3][O:4][C:5]2[CH:6]=[CH:7][C:8]([C:9]([O:11][CH3:12])=[O:10])=[CH:13][CH:14]=2)[CH2:28][CH2:27]1. The yield is 0.490. (5) The reactants are [CH3:1][C@H:2]1[CH2:7][NH:6][C@H:5]([CH3:8])[CH2:4][N:3]1[C:9]([O:11][CH2:12][CH3:13])=[O:10].[CH2:14](Br)[CH:15]=[CH2:16].C(=O)([O-])[O-].[Na+].[Na+]. The catalyst is C(#N)C. The product is [CH2:16]([N:6]1[C@H:5]([CH3:8])[CH2:4][N:3]([C:9]([O:11][CH2:12][CH3:13])=[O:10])[C@@H:2]([CH3:1])[CH2:7]1)[CH:15]=[CH2:14]. The yield is 0.810. (6) The reactants are [C:1]([O:4][C:5]1[CH:21]=[CH:20][CH:19]=[CH:18][C:6]=1[C:7]([CH2:9][CH2:10][CH2:11][CH2:12][CH2:13][CH2:14][C:15](O)=[O:16])=[O:8])(=[O:3])[CH3:2].[NH2:22][OH:23].Cl. The catalyst is C(N(CC)CC)C. The product is [OH:23][NH:22][C:15](=[O:16])[CH2:14][CH2:13][CH2:12][CH2:11][CH2:10][CH2:9][C:7](=[O:8])[C:6]1[CH:18]=[CH:19][CH:20]=[CH:21][C:5]=1[O:4][C:1](=[O:3])[CH3:2]. The yield is 0.430. (7) The reactants are [CH3:1][C:2]1[CH:3]=[C:4]([C:10]2[C:11]([O:21][C:22]3[CH:27]=[CH:26][C:25]([O:28][CH2:29][CH2:30][N:31]4[CH2:36][CH2:35][CH2:34][CH2:33][CH2:32]4)=[CH:24][CH:23]=3)=[C:12]3[C:17](=[CH:18][CH:19]=2)[CH:16]=[C:15]([OH:20])[CH:14]=[CH:13]3)[CH:5]=[CH:6][C:7]=1[S:8][CH3:9].B(O[O-])=[O:38].[Na+].[ClH:42].C(OCC)C.[OH2:48]. The catalyst is C(O)(=O)C.CO.C(OCC)(=O)C.ClCCl. The product is [ClH:42].[CH3:9][S:8]([C:7]1[CH:6]=[CH:5][C:4]([C:10]2[C:11]([O:21][C:22]3[CH:27]=[CH:26][C:25]([O:28][CH2:29][CH2:30][N:31]4[CH2:36][CH2:35][CH2:34][CH2:33][CH2:32]4)=[CH:24][CH:23]=3)=[C:12]3[C:17](=[CH:18][CH:19]=2)[CH:16]=[C:15]([OH:20])[CH:14]=[CH:13]3)=[CH:3][C:2]=1[CH3:1])(=[O:38])=[O:48]. The yield is 0.110. (8) The yield is 0.170. The product is [CH3:33][S:30]([C:26]1[CH:25]=[C:24]2[C:29](=[CH:28][CH:27]=1)[N:21]([C:19]1[N:18]=[CH:17][N:16]=[C:15]([NH:14][CH:11]3[CH2:12][CH2:13][NH:8][CH2:9][CH2:10]3)[CH:20]=1)[CH2:22][CH2:23]2)(=[O:32])=[O:31]. The catalyst is C(Cl)Cl. The reactants are C(OC([N:8]1[CH2:13][CH2:12][CH:11]([NH:14][C:15]2[CH:20]=[C:19]([N:21]3[C:29]4[C:24](=[CH:25][C:26]([S:30]([CH3:33])(=[O:32])=[O:31])=[CH:27][CH:28]=4)[CH2:23][CH2:22]3)[N:18]=[CH:17][N:16]=2)[CH2:10][CH2:9]1)=O)(C)(C)C.FC(F)(F)C(O)=O.